From a dataset of Full USPTO retrosynthesis dataset with 1.9M reactions from patents (1976-2016). Predict the reactants needed to synthesize the given product. (1) The reactants are: [F:1][C:2]([F:47])([F:46])[C:3]1[CH:4]=[C:5]([CH:39]=[C:40]([C:42]([F:45])([F:44])[F:43])[CH:41]=1)[CH2:6][N:7]([CH2:21][C:22]1[CH:27]=[C:26]([C:28]([F:31])([F:30])[F:29])[CH:25]=[CH:24][C:23]=1[C:32]1[CH:37]=[C:36]([CH3:38])[CH:35]=[CH:34][N:33]=1)[C:8]1[N:13]=[CH:12][C:11]([O:14][CH2:15][CH2:16][CH2:17][C:18]([OH:20])=[O:19])=[CH:10][N:9]=1.[OH-].[Na+:49]. Given the product [Na+:49].[F:47][C:2]([F:1])([F:46])[C:3]1[CH:4]=[C:5]([CH:39]=[C:40]([C:42]([F:45])([F:44])[F:43])[CH:41]=1)[CH2:6][N:7]([CH2:21][C:22]1[CH:27]=[C:26]([C:28]([F:31])([F:30])[F:29])[CH:25]=[CH:24][C:23]=1[C:32]1[CH:37]=[C:36]([CH3:38])[CH:35]=[CH:34][N:33]=1)[C:8]1[N:9]=[CH:10][C:11]([O:14][CH2:15][CH2:16][CH2:17][C:18]([O-:20])=[O:19])=[CH:12][N:13]=1, predict the reactants needed to synthesize it. (2) The reactants are: [CH3:1][C:2]1([CH3:31])[C:10]2[C:9]3[CH:11]=[C:12]([S:19]([O-:22])(=[O:21])=[O:20])[CH:13]=[C:14]([S:15]([O-:18])(=[O:17])=[O:16])[C:8]=3[CH:7]=[CH:6][C:5]=2[N+:4]([CH2:23][CH2:24][CH2:25][S:26]([O-:29])(=[O:28])=[O:27])=[C:3]1[CH3:30].[Na+:32].[Na+].[CH2:34]1COS(=O)(=O)CC1. Given the product [CH3:1][C:2]1([CH3:31])[C:10]2[C:9]3[CH:11]=[C:12]([S:19]([O-:22])(=[O:20])=[O:21])[CH:13]=[C:14]([S:15]([O-:18])(=[O:16])=[O:17])[C:8]=3[CH:7]=[CH:6][C:5]=2[N+:4]([CH2:23][CH2:24][CH:25]([S:26]([O-:29])(=[O:28])=[O:27])[CH3:34])=[C:3]1[CH3:30].[Na+:32].[Na+:32], predict the reactants needed to synthesize it. (3) Given the product [CH3:35][N:34]1[C:30]([C:27]2[CH:28]=[CH:29][C:24]([NH:23][C:17]3[N:18]=[CH:19][C:20]4[C:15]([CH:16]=3)=[CH:14][C:13]([C:11]3[CH:10]=[N:9][N:8]([CH2:7][CH:5]([OH:6])[CH2:4][OH:3])[CH:12]=3)=[CH:22][CH:21]=4)=[C:25]([O:37][CH3:38])[CH:26]=2)=[CH:31][N:32]=[C:33]1[CH3:36], predict the reactants needed to synthesize it. The reactants are: CC1(C)[O:6][CH:5]([CH2:7][N:8]2[CH:12]=[C:11]([C:13]3[CH:14]=[C:15]4[C:20](=[CH:21][CH:22]=3)[CH:19]=[N:18][C:17]([NH:23][C:24]3[CH:29]=[CH:28][C:27]([C:30]5[N:34]([CH3:35])[C:33]([CH3:36])=[N:32][CH:31]=5)=[CH:26][C:25]=3[O:37][CH3:38])=[CH:16]4)[CH:10]=[N:9]2)[CH2:4][O:3]1.C(O)(C(F)(F)F)=O. (4) Given the product [ClH:1].[Cl:1][C:2]1[CH:7]=[CH:6][C:5]([OH:8])=[CH:4][C:3]=1[C:12]1[N:17]=[C:16]([NH:18][CH:19]2[CH2:24][CH2:23][NH:22][CH2:21][C:20]2([F:32])[F:33])[C:15]([CH3:34])=[C:14]([C:35]2[C:36]([CH3:41])=[N:37][O:38][C:39]=2[CH3:40])[N:13]=1, predict the reactants needed to synthesize it. The reactants are: [Cl:1][C:2]1[CH:7]=[CH:6][C:5]([O:8]COC)=[CH:4][C:3]=1[C:12]1[N:17]=[C:16]([NH:18][CH:19]2[CH2:24][CH2:23][N:22](C(OC(C)(C)C)=O)[CH2:21][C:20]2([F:33])[F:32])[C:15]([CH3:34])=[C:14]([C:35]2[C:36]([CH3:41])=[N:37][O:38][C:39]=2[CH3:40])[N:13]=1.Cl. (5) Given the product [Br:1][C:2]1[CH:3]=[CH:4][C:5]2[N:6]([C:10]([C:11]([F:16])([F:15])[CH2:12][O:13][CH3:14])=[N:9][N:8]=2)[CH:7]=1, predict the reactants needed to synthesize it. The reactants are: [Br:1][C:2]1[CH:3]=[CH:4][C:5]([NH:8][NH:9][C:10](=O)[C:11]([F:16])([F:15])[CH2:12][O:13][CH3:14])=[N:6][CH:7]=1.O.C1(C)C=CC(S(O)(=O)=O)=CC=1. (6) Given the product [C:1]1([S:7]([N:10]2[C:14]3=[N:15][CH:16]=[CH:17][CH:18]=[C:13]3[CH:12]=[C:11]2[CH:51]([OH:52])[CH2:50][CH:46]2[CH2:47][CH2:48][CH2:49][O:45]2)(=[O:9])=[O:8])[CH:2]=[CH:3][CH:4]=[CH:5][CH:6]=1, predict the reactants needed to synthesize it. The reactants are: [C:1]1([S:7]([N:10]2[C:14]3=[N:15][CH:16]=[CH:17][CH:18]=[C:13]3[CH:12]=[CH:11]2)(=[O:9])=[O:8])[CH:6]=[CH:5][CH:4]=[CH:3][CH:2]=1.C([N-]C(C)C)(C)C.[Li+].C([Li])CCC.CCCCCC.C(NC(C)C)(C)C.[O:45]1[CH2:49][CH2:48][CH2:47][CH:46]1[CH2:50][CH:51]=[O:52]. (7) The reactants are: [F:1][C:2]([F:15])([F:14])[C:3]1[CH:4]=[C:5]2[C:10](=[CH:11][CH:12]=1)[N:9]=[CH:8][CH:7]=[C:6]2[SH:13].Br[C:17]1([C:21]([O:23][CH2:24][CH3:25])=[O:22])[CH2:20][CH2:19][CH2:18]1.C(=O)([O-])[O-].[Cs+].[Cs+]. Given the product [F:15][C:2]([F:1])([F:14])[C:3]1[CH:4]=[C:5]2[C:10](=[CH:11][CH:12]=1)[N:9]=[CH:8][CH:7]=[C:6]2[S:13][C:17]1([C:21]([O:23][CH2:24][CH3:25])=[O:22])[CH2:20][CH2:19][CH2:18]1, predict the reactants needed to synthesize it.